From a dataset of NCI-60 drug combinations with 297,098 pairs across 59 cell lines. Regression. Given two drug SMILES strings and cell line genomic features, predict the synergy score measuring deviation from expected non-interaction effect. (1) Synergy scores: CSS=9.11, Synergy_ZIP=1.09, Synergy_Bliss=1.91, Synergy_Loewe=-13.4, Synergy_HSA=-3.29. Drug 2: CC(C)(C#N)C1=CC(=CC(=C1)CN2C=NC=N2)C(C)(C)C#N. Cell line: CCRF-CEM. Drug 1: CC1C(C(CC(O1)OC2CC(OC(C2O)C)OC3=CC4=CC5=C(C(=O)C(C(C5)C(C(=O)C(C(C)O)O)OC)OC6CC(C(C(O6)C)O)OC7CC(C(C(O7)C)O)OC8CC(C(C(O8)C)O)(C)O)C(=C4C(=C3C)O)O)O)O. (2) Drug 1: CC(C)NC(=O)C1=CC=C(C=C1)CNNC.Cl. Drug 2: C(CCl)NC(=O)N(CCCl)N=O. Cell line: HT29. Synergy scores: CSS=20.2, Synergy_ZIP=-8.13, Synergy_Bliss=-5.30, Synergy_Loewe=-6.01, Synergy_HSA=-1.46.